Dataset: Forward reaction prediction with 1.9M reactions from USPTO patents (1976-2016). Task: Predict the product of the given reaction. (1) The product is: [C:12]([CH2:11][C:10]1[CH:9]=[C:8]([CH3:17])[NH:7][C:6]=1[C:4]([OH:5])=[O:3])([OH:14])=[O:13]. Given the reactants C([O:3][C:4]([C:6]1[NH:7][C:8]([CH3:17])=[CH:9][C:10]=1[CH2:11][C:12]([O:14]CC)=[O:13])=[O:5])C.[Li+].[OH-].Cl, predict the reaction product. (2) Given the reactants [CH3:1][S:2][C:3](=[NH:28])[CH:4]([C:18]1[CH:23]=[CH:22][C:21]([O:24][CH3:25])=[C:20]([O:26][CH3:27])[CH:19]=1)[NH:5][C:6]1[CH:11]=[CH:10][C:9]([C:12]2[N:16]=[C:15]([CH3:17])[O:14][N:13]=2)=[CH:8][CH:7]=1.N1C(C)=CC(C)=CC=1C.Cl[C:39]([O:41][CH3:42])=[O:40].C(OCC)(=O)C, predict the reaction product. The product is: [CH3:42][O:41][C:39](=[O:40])[N:28]=[C:3]([S:2][CH3:1])[C:4]([C:18]1[CH:23]=[CH:22][C:21]([O:24][CH3:25])=[C:20]([O:26][CH3:27])[CH:19]=1)=[N:5][C:6]1[CH:11]=[CH:10][C:9]([C:12]2[N:16]=[C:15]([CH3:17])[O:14][N:13]=2)=[CH:8][CH:7]=1. (3) Given the reactants [C:1]([CH2:5][C:6](Cl)=[O:7])([CH3:4])([CH3:3])[CH3:2].[NH2:9][C:10]1[CH:15]=[C:14]([Br:16])[CH:13]=[CH:12][C:11]=1[OH:17].C(N(CC)CC)C, predict the reaction product. The product is: [OH:17][C:11]1[CH:12]=[CH:13][C:14]([Br:16])=[CH:15][C:10]=1[NH:9][C:6](=[O:7])[CH2:5][C:1]([CH3:4])([CH3:3])[CH3:2]. (4) Given the reactants [NH2:1][C:2]1[C:3](=[O:15])[N:4]([C:9]2[CH:14]=[CH:13][CH:12]=[CH:11][CH:10]=2)[N:5]([CH3:8])[C:6]=1[CH3:7].[C:16]1([NH2:23])[CH:21]=[CH:20][CH:19]=[C:18]([NH2:22])[CH:17]=1.N.S(OOS([O-])(=O)=O)([O-])(=O)=O.[NH4+].[NH4+], predict the reaction product. The product is: [NH2:23][C:16]1/[C:21](=[N:1]/[C:2]2[C:3](=[O:15])[N:4]([C:9]3[CH:10]=[CH:11][CH:12]=[CH:13][CH:14]=3)[N:5]([CH3:8])[C:6]=2[CH3:7])/[CH:20]=[CH:19][C:18](=[NH:22])[CH:17]=1. (5) The product is: [Br:1][C:2]1[C:3]([CH2:8][O:9][C:16]2[CH:15]=[C:14]([Cl:17])[CH:13]=[CH:12][C:11]=2[I:10])=[N:4][CH:5]=[CH:6][CH:7]=1. Given the reactants [Br:1][C:2]1[C:3]([CH2:8][OH:9])=[N:4][CH:5]=[CH:6][CH:7]=1.[I:10][C:11]1[CH:16]=[CH:15][C:14]([Cl:17])=[CH:13][C:12]=1O.C(P(CCCC)CCCC)CCC.N(C(N1CCCCC1)=O)=NC(N1CCCCC1)=O, predict the reaction product. (6) Given the reactants Cl[C:2]1[N:7]=[C:6]([CH:8]=[O:9])[C:5]2[C:10]([O:32][CH3:33])=[N:11][N:12]([C:13]([C:26]3[CH:31]=[CH:30][CH:29]=[CH:28][CH:27]=3)([C:20]3[CH:25]=[CH:24][CH:23]=[CH:22][CH:21]=3)[C:14]3[CH:19]=[CH:18][CH:17]=[CH:16][CH:15]=3)[C:4]=2[CH:3]=1.COC1C2C=NC([NH:45][C:46]([NH:48][C@@H:49]([C:51]3[CH:56]=[CH:55][CH:54]=[CH:53][CH:52]=3)[CH3:50])=[O:47])=CC=2N(C(C2C=CC=CC=2)(C2C=CC=CC=2)C2C=CC=CC=2)N=1, predict the reaction product. The product is: [CH:8]([C:6]1[C:5]2[C:10]([O:32][CH3:33])=[N:11][N:12]([C:13]([C:26]3[CH:27]=[CH:28][CH:29]=[CH:30][CH:31]=3)([C:14]3[CH:19]=[CH:18][CH:17]=[CH:16][CH:15]=3)[C:20]3[CH:21]=[CH:22][CH:23]=[CH:24][CH:25]=3)[C:4]=2[CH:3]=[C:2]([NH:45][C:46]([NH:48][C@@H:49]([C:51]2[CH:56]=[CH:55][CH:54]=[CH:53][CH:52]=2)[CH3:50])=[O:47])[N:7]=1)=[O:9].